Dataset: Catalyst prediction with 721,799 reactions and 888 catalyst types from USPTO. Task: Predict which catalyst facilitates the given reaction. (1) Reactant: Cl.[CH3:2][N:3]1[C:18]2[C:13](=[CH:14][CH:15]=[CH:16][CH:17]=2)[C:5]([CH2:6][C@@H:7]([C:9]([O:11][CH3:12])=[O:10])[NH2:8])=[CH:4]1.C(N(CC)CC)C.[F:26][C:27]1[CH:37]=[CH:36][C:35]([F:38])=[CH:34][C:28]=1[CH:29]=[CH:30][C:31](O)=[O:32].CCN=C=NCCCN(C)C.Cl. Product: [F:26][C:27]1[CH:37]=[CH:36][C:35]([F:38])=[CH:34][C:28]=1[CH:29]=[CH:30][C:31]([NH:8][C@H:7]([C:9]([O:11][CH3:12])=[O:10])[CH2:6][C:5]1[C:13]2[C:18](=[CH:17][CH:16]=[CH:15][CH:14]=2)[N:3]([CH3:2])[CH:4]=1)=[O:32]. The catalyst class is: 2. (2) Reactant: [CH2:1]([O:3][P:4]([CH2:9][C:10]1[CH:15]=[CH:14][C:13]([NH:16][C:17]2[N:22]=[C:21]([NH:23][C:24]3[CH:32]=[CH:31][C:30]([C:33]4[CH2:34][CH2:35][NH:36][CH2:37][CH:38]=4)=[C:29]4[C:25]=3[C:26](=[O:40])[N:27]([CH3:39])[CH2:28]4)[C:20]([C:41]([F:44])([F:43])[F:42])=[CH:19][N:18]=2)=[CH:12][CH:11]=1)(=[O:8])[O:5][CH2:6][CH3:7])[CH3:2].[CH:45]([OH:47])=[O:46].C=O.C([BH3-])#N.[Na+]. Product: [CH2:6]([O:5][P:4]([CH2:9][C:10]1[CH:11]=[CH:12][C:13]([NH:16][C:17]2[N:22]=[C:21]([NH:23][C:24]3[CH:32]=[CH:31][C:30]([C:33]4[CH2:34][CH2:35][N:36]([CH3:45])[CH2:37][CH:38]=4)=[C:29]4[C:25]=3[C:26](=[O:40])[N:27]([CH3:39])[CH2:28]4)[C:20]([C:41]([F:43])([F:44])[F:42])=[CH:19][N:18]=2)=[CH:14][CH:15]=1)(=[O:8])[O:3][CH2:1][CH3:2])[CH3:7].[F:42][C:41]([F:44])([F:43])[C:45]([OH:47])=[O:46]. The catalyst class is: 5.